From a dataset of Retrosynthesis with 50K atom-mapped reactions and 10 reaction types from USPTO. Predict the reactants needed to synthesize the given product. (1) Given the product CCOC(=O)c1ccc(OCc2ccc3c(c2)OCO3)cc1, predict the reactants needed to synthesize it. The reactants are: CCOC(=O)c1ccc(O)cc1.OCc1ccc2c(c1)OCO2. (2) Given the product CC(C)(C)OC(=O)N1CCc2ccc(Cl)c(SCCCN)c2CC1, predict the reactants needed to synthesize it. The reactants are: CC(C)(C)OC(=O)N1CCc2ccc(Cl)c(SCCCN3C(=O)c4ccccc4C3=O)c2CC1.